From a dataset of B-cell epitopes from IEDB database with 3,159 antigens for binding position prediction. Token-level Classification. Given an antigen amino acid sequence, predict which amino acid positions are active epitope sites capable of antibody binding. Output is a list of indices for active positions. (1) Given the antigen sequence: MRKSMAPKRKSGASSRCANPCGKPCPKPANVPKLIMRGGVGVLDLVTGEDSITQIEAYLNPRMGQNKPGTGTDGQYYGFSQSIKVNSSLTADEVKANQLPYYSMAKIQLPTLNEDLTCDTLQMWEAVSVKTEVVGVGSLLNVHGYGSRSETKDIGISKPVEGTTYHMFAVGGEPLDLQGLVQNYNANYEAAIVSIKTVTGKAMTSTNQVLDPTAKAKLDKDGRYPIEIWGPDPSKNENSRYYGNFTGGTGTPPVMQFTNTLTTVLLDENGVGPLCKGDGLYLSAADVMGWYIEYNSAGWHWRGLPRYFNVTLRKRWVKNPYPVTSLLASLYNNMLPTIEGQPMEGEAAQVEEVRIYEGTEAVPGDPDVNRFIDKYGQQHTKPPAKPAN, which amino acid positions are active epitope sites? The epitope positions are: [355, 356, 357, 358, 359, 360, 361, 362, 363, 364, 365, 366, 367]. The amino acids at these positions are: YEGTEAVPGDPDV. (2) Given the antigen sequence: MVAERSPARSPGSWLFPGLWLLVLSGPGGLLRAQEQPSCRRAFDLYFVLDKSGSVANNWIEIYNFVQQLAERFVSPEMRLSFIVFSSQATIILPLTGDRGKISKGLEDLKRVSPVGETYIHEGLKLANEQIQKAGGLKTSSIIIALTDGKLDGLVPSYAEKEAKISRSLGASVYCVGVLDFEQAQLERIADSKEQVFPVKGGFQALKGIINSILAQSCTEILELQPSSVCVGEEFQIVLSGRGFMLGSRNGSVLCTYTVNETYTTSVKPVSVQLNSMLCPAPILNKAGETLDVSVSFNGGKSVISGSLIVTATECSNGIAAIIVILVLLLLLGIGLMWWFWPLCCKVVIKDPPPPPAPAPKEEEEEPLPTKKWPTVDASYYGGRGVGGIKRMEVRWGDKGSTEEGARLEKAKNAVVKIPEETEEPIRPRPPRPKPTHQPPQTKWYTPIKGRLDALWALLRRQYDRVSLMRPQEGDEVCIWECIEKELTA, which amino acid positions are active epitope sites? The epitope positions are: [118, 119, 120, 121, 122, 123, 124]. The amino acids at these positions are: YIHEGLK.